This data is from Cav3 T-type calcium channel HTS with 100,875 compounds. The task is: Binary Classification. Given a drug SMILES string, predict its activity (active/inactive) in a high-throughput screening assay against a specified biological target. The drug is O(C(=O)c1c2c([nH]c(=O)c1)cccc2)CC(=O)NC(=O)NC(C)(C)C. The result is 0 (inactive).